Dataset: Forward reaction prediction with 1.9M reactions from USPTO patents (1976-2016). Task: Predict the product of the given reaction. (1) Given the reactants [C:1]1([C:7]2[CH:15]=[C:10]3[O:11][CH2:12][CH2:13][CH2:14][N:9]3[N:8]=2)[CH:6]=[CH:5][CH:4]=[CH:3][CH:2]=1.[Br:16]Br.S([O-])([O-])(=O)=S.[Na+].[Na+], predict the reaction product. The product is: [Br:16][C:15]1[C:7]([C:1]2[CH:2]=[CH:3][CH:4]=[CH:5][CH:6]=2)=[N:8][N:9]2[CH2:14][CH2:13][CH2:12][O:11][C:10]=12. (2) The product is: [CH2:11]([O:10][C:8]([C:3]1[N:4]=[C:5]([CH3:7])[S:6][C:2]=1[NH:1][C:14]1[CH:19]=[CH:18][CH:17]=[CH:16][C:15]=1[N+:20]([O-:22])=[O:21])=[O:9])[CH3:12]. Given the reactants [NH2:1][C:2]1[S:6][C:5]([CH3:7])=[N:4][C:3]=1[C:8]([O:10][CH2:11][CH3:12])=[O:9].F[C:14]1[CH:19]=[CH:18][CH:17]=[CH:16][C:15]=1[N+:20]([O-:22])=[O:21].O.[OH-].[Li+], predict the reaction product. (3) Given the reactants Cl[C:2]1[CH:7]=[C:6]([NH:8][C:9]2[CH:14]=[CH:13][C:12]([S:15]([NH2:18])(=[O:17])=[O:16])=[CH:11][CH:10]=2)[N:5]2[N:19]=[CH:20][N:21]=[C:4]2[N:3]=1.[CH2:22]([NH:24][CH2:25][CH3:26])[CH3:23], predict the reaction product. The product is: [CH2:22]([N:24]([CH2:25][CH3:26])[C:2]1[CH:7]=[C:6]([NH:8][C:9]2[CH:14]=[CH:13][C:12]([S:15]([NH2:18])(=[O:17])=[O:16])=[CH:11][CH:10]=2)[N:5]2[N:19]=[CH:20][N:21]=[C:4]2[N:3]=1)[CH3:23]. (4) The product is: [CH3:12][S:11][C:8]1[S:9][C:10]2[C:2]([C:13]#[N:14])=[CH:3][CH:4]=[CH:5][C:6]=2[N:7]=1. Given the reactants Br[C:2]1[C:10]2[S:9][C:8]([S:11][CH3:12])=[N:7][C:6]=2[CH:5]=[CH:4][CH:3]=1.[C:13]([Cu])#[N:14], predict the reaction product. (5) Given the reactants [OH:1][C@H:2]1[CH2:7][CH2:6][CH2:5][CH2:4][C@@H:3]1[NH:8][C:9]([C:11]1[C:15]2=[N:16][CH:17]=[CH:18][C:19]([CH3:20])=[C:14]2[NH:13][CH:12]=1)=[O:10].C([O-])([O-])=O.[Cs+].[Cs+].Br[CH2:28][C:29]1[CH:34]=[CH:33][CH:32]=[C:31]([F:35])[C:30]=1[F:36], predict the reaction product. The product is: [F:36][C:30]1[C:31]([F:35])=[CH:32][CH:33]=[CH:34][C:29]=1[CH2:28][N:13]1[C:14]2[C:15](=[N:16][CH:17]=[CH:18][C:19]=2[CH3:20])[C:11]([C:9]([NH:8][C@H:3]2[CH2:4][CH2:5][CH2:6][CH2:7][C@@H:2]2[OH:1])=[O:10])=[CH:12]1.